Dataset: Forward reaction prediction with 1.9M reactions from USPTO patents (1976-2016). Task: Predict the product of the given reaction. Given the reactants [Cl:1][C:2]1[CH:3]=[C:4]([C:9]2[CH:14]=[CH:13][C:12]([O:15][C:16]3[CH:21]=[CH:20][N:19]=[C:18]([C:22]([F:25])([F:24])[F:23])[CH:17]=3)=[CH:11][CH:10]=2)[C:5]([NH2:8])=[N:6][CH:7]=1.[H-].[Na+].Cl[CH2:29][CH2:30][S:31](Cl)(=[O:33])=[O:32].CO, predict the reaction product. The product is: [Cl:1][C:2]1[CH:3]=[C:4]([C:9]2[CH:10]=[CH:11][C:12]([O:15][C:16]3[CH:21]=[CH:20][N:19]=[C:18]([C:22]([F:25])([F:23])[F:24])[CH:17]=3)=[CH:13][CH:14]=2)[C:5]2[N:6]([CH:7]=1)[CH2:29][CH2:30][S:31](=[O:33])(=[O:32])[N:8]=2.